From a dataset of Experimentally validated miRNA-target interactions with 360,000+ pairs, plus equal number of negative samples. Binary Classification. Given a miRNA mature sequence and a target amino acid sequence, predict their likelihood of interaction. (1) The miRNA is hsa-miR-1294 with sequence UGUGAGGUUGGCAUUGUUGUCU. The protein sequence of the target gene is MWLGTSGKSGLPGHCLENPLQECHPAQLEEWALKGISRPSVISQPEQKEEPWVLPLQNFEARKIPRESHTDCEHQVAKLNQDNSETAEQCGTSSERTNKDLSHTLSWGGNWEQGLELEGQHGTLPGEGQLESFSQERDLNKLLDGYVGEKPMCAECGKSFNQSSYLIRHLRTHTGERPYTCIECGKGFKQSSDLVTHRRTHTGEKPYQCKGCEKKFSDSSTLIKHQRTHTGERPYECPECGKTFGRKPHLIMHQRTHTGEKPYACLECHKSFSRSSNFITHQRTHTGVKPYRCNDCGESF.... Result: 1 (interaction). (2) The miRNA is hsa-miR-1302 with sequence UUGGGACAUACUUAUGCUAAA. The protein sequence of the target gene is MTLNNCASMKLEVHFQSKQNEDSEEEEQCTISSHWAFQQESKCWSPMGSSDLLAPPSPGLPATSSCESVLTELSATSLPVITVSLPPEPADLPLPGRAPSSSDRPLLSPTQGQEGPQDKAKKRHRNRSFLKHLESLRRKEKSGSQQAEPKHSPATSEKVSKASSFRSCRGFLSAGFYRAKNWAATSAGGSGANTRKAWEAWPVASFRHPQWTHRGDCLVHVPGDHKPGTFPRSLSIESLCPEDGHRLADWQPGRRWGCEGRRGSCGSTGSHASTYDNLPELYPAEPVMVGAEAEDEDDEE.... Result: 1 (interaction). (3) The miRNA is mmu-miR-135b-5p with sequence UAUGGCUUUUCAUUCCUAUGUGA. The protein sequence of the target gene is MEDSGIQRGIWDGDAKAVQQCLTDIFTSVYTTCDIPENAIFGPCVLSHTSLYDSIAFVALKSTDKRTVPYIFRVDTSAANGSSEGLMWLRLVQSARDKEEQNLEAYIKNGQLFYRSLRRIAKDEELLVWYGKELTELLLLCPSRAHKMNGSSPYTCLECSQRFQFEFPYVAHLRFRCPKRLHSTDANPQDEQGGGLGTKDHGGGGGGKEQQQQQQQQQQEAPLIPGPKFCKAGPIHHYPASSPEASNPPGSAGASSAKPSTDFHNLARELENSRGNSSCVAAPGVGSGGSGHQEAELSPD.... Result: 0 (no interaction). (4) The miRNA is mmu-miR-761 with sequence GCAGCAGGGUGAAACUGACACA. The protein sequence of the target gene is MGRASRSAVLRRALLLLLLLLLLRTTTTRALGPRISVPLGSEERLIRKFEAENISNYTALLLSQDGKTLYVGAREALFALNSNLSFLPGGEYQELLWSADADRKQQCSFKGKDPKRDCQNYIKILLPLNSSHLLTCGTAAFSPLCAYIHIASFTLAQDEAGNVILEDGKGRCPFDPNFKSTALVVDGELYTGTVSSFQGNDPAISRSQSSRPTKTESSLNWLQDPAFVASAYVPESLGSPIGDDDKIYFFFSETGQEFEFFENTIVSRVARVCKGDEGGERVLQQRWTSFLKAQLLCSRP.... Result: 0 (no interaction). (5) The miRNA is mmu-miR-351-5p with sequence UCCCUGAGGAGCCCUUUGAGCCUG. The protein sequence of the target gene is MGESPASAVLNASAGLFSLKMETLESELTCPICLELFEDPLLLPCAHSLCFSCAHRILVSSCSSGESIEPITAFQCPTCRYVISLNHRGLDGLKRNVTLQNIIDRFQKASVSGPNSPSESRRERTYRPSSAMSSERIACQFCEQDPPRDAVKTCITCEVSYCDRCLRATHPNKKPFTSHRLVEPVSDTHLRGITCLDHENEKVNMYCVSDDQLICALCKLVGRHRDHQVASLNDRFEKLKQTLEMNLTNLVKRNSELENQMAKLIQICQQVEVNTAMHEAKLMEECDELVEIIQQRKQMI.... Result: 0 (no interaction). (6) The miRNA is mmu-miR-184-3p with sequence UGGACGGAGAACUGAUAAGGGU. The protein sequence of the target gene is MGSGASAEDKELAKRSKELEKKLQEDADKEAKTVKLLLLGAGESGKSTIVKQMKIIHQDGYSPEECLEFKAIIYGNVLQSILAIIRAMTTLGIDYAEPSCADDGRQLNNLADSIEEGTMPPELVEVIRRLWKDGGVQACFERAAEYQLNDSASYYLNQLERITDPEYLPSEQDVLRSRVKTTGIIETKFSVKDLNFRMFDVGGQRSERKKWIHCFEGVTCIIFCAALSAYDMVLVEDDEVNRMHESLHLFNSICNHKFFAATSIVLFLNKKDLFEEKIKKVHLSICFPEYDGNNSYDDAG.... Result: 0 (no interaction). (7) The miRNA is hsa-miR-4728-5p with sequence UGGGAGGGGAGAGGCAGCAAGCA. The protein sequence of the target gene is MNQADPRLRAVCLWTLTSAAMSRGDNCTDLLALGIPSITQAWGLWVLLGAVTLLFLISLAAHLSQWTRGRSRSHPGQGRSGESVEEVPLYGNLHYLQTGRLSQDPEPDQQDPTLGGPARAAEEVMCYTSLQLRPPQGRIPGPGTPVKYSEVVLDSEPKSQASGPEPELYASVCAQTRRARASFPDQAYANSQPAAS. Result: 1 (interaction).